Dataset: Aqueous solubility values for 9,982 compounds from the AqSolDB database. Task: Regression/Classification. Given a drug SMILES string, predict its absorption, distribution, metabolism, or excretion properties. Task type varies by dataset: regression for continuous measurements (e.g., permeability, clearance, half-life) or binary classification for categorical outcomes (e.g., BBB penetration, CYP inhibition). For this dataset (solubility_aqsoldb), we predict Y. The drug is CCN(CC)C(=O)NC1C=C2c3cccc4[nH]c(Br)c(c34)CC2N(C)C1. The Y is -4.38 log mol/L.